From a dataset of Reaction yield outcomes from USPTO patents with 853,638 reactions. Predict the reaction yield, written as a fraction of the theoretical maximum amount of product (1.0 means a 100% yield; for example, 0.34 means a 34% yield). (1) The reactants are [CH3:1][N:2]([C@@H:9]1[CH2:13][CH2:12][NH:11][CH2:10]1)[C:3]1[N:4]=[N:5][CH:6]=[CH:7][CH:8]=1.[F:14][C:15]1[CH:23]=[CH:22][C:21]([CH:24]=[O:25])=[CH:20][C:16]=1[C:17](O)=[O:18].F[P-](F)(F)(F)(F)F.N1(OC(N(C)C)=[N+](C)C)C2C=CC=CC=2N=N1.C(N(CC)C(C)C)(C)C. No catalyst specified. The product is [F:14][C:15]1[CH:23]=[CH:22][C:21]([CH:24]=[O:25])=[CH:20][C:16]=1[C:17]([N:11]1[CH2:12][CH2:13][C@@H:9]([N:2]([CH3:1])[C:3]2[N:4]=[N:5][CH:6]=[CH:7][CH:8]=2)[CH2:10]1)=[O:18]. The yield is 0.510. (2) The reactants are [CH3:1][C:2]1([C:8]([N:10]2[CH2:16][C:15]3[CH:17]=[CH:18][C:19]([C:21](OC)=[O:22])=[CH:20][C:14]=3[O:13][CH2:12][C@@H:11]2[C:25]2[CH:30]=[CH:29][CH:28]=[CH:27][CH:26]=2)=[O:9])[CH2:7][CH2:6][O:5][CH2:4][CH2:3]1.[NH2:31][OH:32].[OH-].[Na+]. The catalyst is C1COCC1.CO. The product is [OH:32][NH:31][C:21]([C:19]1[CH:18]=[CH:17][C:15]2[CH2:16][N:10]([C:8]([C:2]3([CH3:1])[CH2:3][CH2:4][O:5][CH2:6][CH2:7]3)=[O:9])[C@@H:11]([C:25]3[CH:30]=[CH:29][CH:28]=[CH:27][CH:26]=3)[CH2:12][O:13][C:14]=2[CH:20]=1)=[O:22]. The yield is 0.330. (3) The reactants are [Br:1][C:2]1[CH:3]=[CH:4][C:5]([F:29])=[C:6]([C@:8]([NH:19][CH2:20][C:21]2[CH:26]=[CH:25][C:24]([O:27][CH3:28])=[CH:23][CH:22]=2)([CH3:18])[CH2:9][O:10][Si:11]([C:14]([CH3:17])([CH3:16])[CH3:15])([CH3:13])[CH3:12])[CH:7]=1.C(=O)([O-])O.[Na+].[Cl:35][CH2:36][CH2:37][C:38](Cl)=[O:39]. The catalyst is C(Cl)(Cl)Cl. The product is [Br:1][C:2]1[CH:3]=[CH:4][C:5]([F:29])=[C:6]([C@:8]([N:19]([CH2:20][C:21]2[CH:22]=[CH:23][C:24]([O:27][CH3:28])=[CH:25][CH:26]=2)[C:38](=[O:39])[CH2:37][CH2:36][Cl:35])([CH3:18])[CH2:9][O:10][Si:11]([C:14]([CH3:17])([CH3:16])[CH3:15])([CH3:12])[CH3:13])[CH:7]=1. The yield is 0.570. (4) The reactants are C([O:3][C:4](=[O:24])[CH2:5][C:6]([NH:8][C:9]1[CH:14]=[CH:13][C:12]([NH:15][S:16]([CH3:19])(=[O:18])=[O:17])=[CH:11][C:10]=1[S:20](=[O:23])(=[O:22])[NH2:21])=O)C.Cl. The catalyst is [OH-].[Na+]. The product is [CH3:19][S:16]([NH:15][C:12]1[CH:13]=[CH:14][C:9]2[NH:8][C:6]([CH2:5][C:4]([OH:3])=[O:24])=[N:21][S:20](=[O:23])(=[O:22])[C:10]=2[CH:11]=1)(=[O:18])=[O:17]. The yield is 0.826. (5) The yield is 0.400. The product is [Br:5][C:6]1[CH:7]=[C:8]2[C:14]([C:15]([C:16]3[CH:21]=[CH:20][CH:19]=[CH:18][CH:17]=3)=[O:22])=[CH:13][NH:12][C:9]2=[N:10][CH:11]=1. The catalyst is ClCCl. The reactants are [Al+3].[Cl-].[Cl-].[Cl-].[Br:5][C:6]1[CH:7]=[C:8]2[CH:14]=[CH:13][NH:12][C:9]2=[N:10][CH:11]=1.[C:15](Cl)(=[O:22])[C:16]1[CH:21]=[CH:20][CH:19]=[CH:18][CH:17]=1. (6) The reactants are [Cl:1][C:2]1[C:7]([N+:8]([O-:10])=[O:9])=[CH:6][N:5]=[C:4]([NH2:11])[C:3]=1[C:12]#[C:13][Si](C)(C)C.[F-].[K+].C. The catalyst is CN(C=O)C. The product is [Cl:1][C:2]1[C:7]([N+:8]([O-:10])=[O:9])=[CH:6][N:5]=[C:4]([NH2:11])[C:3]=1[C:12]#[CH:13]. The yield is 0.890. (7) The reactants are [CH3:1][O:2][C:3](=[O:30])[NH:4][C@H:5]([C:9]([N:11]1[CH2:15][C@@H:14]([C:16]#[N:17])[CH2:13][C@H:12]1[C:18]1[NH:19][CH:20]=[C:21]([C:23]2[CH:28]=[CH:27][C:26](Br)=[CH:25][CH:24]=2)[N:22]=1)=[O:10])[CH:6]([CH3:8])[CH3:7].[B:31]1([B:31]2[O:35][C:34]([CH3:37])([CH3:36])[C:33]([CH3:39])([CH3:38])[O:32]2)[O:35][C:34]([CH3:37])([CH3:36])[C:33]([CH3:39])([CH3:38])[O:32]1.C([O-])(=O)C.[K+]. The catalyst is O1CCOCC1.C1C=CC(P(C2C=CC=CC=2)[C-]2C=CC=C2)=CC=1.C1C=CC(P(C2C=CC=CC=2)[C-]2C=CC=C2)=CC=1.Cl[Pd]Cl.[Fe+2].C(Cl)Cl. The product is [CH3:1][O:2][C:3](=[O:30])[NH:4][C@H:5]([C:9]([N:11]1[CH2:15][C@@H:14]([C:16]#[N:17])[CH2:13][C@H:12]1[C:18]1[NH:19][CH:20]=[C:21]([C:23]2[CH:28]=[CH:27][C:26]([B:31]3[O:35][C:34]([CH3:37])([CH3:36])[C:33]([CH3:39])([CH3:38])[O:32]3)=[CH:25][CH:24]=2)[N:22]=1)=[O:10])[CH:6]([CH3:8])[CH3:7]. The yield is 0.650. (8) The reactants are [CH3:1][O:2][C:3]1[CH:8]=[C:7](/[CH:9]=[CH:10]/[C:11]2[CH:16]=[CH:15][CH:14]=[CH:13][N:12]=2)[CH:6]=[CH:5][N:4]=1. The catalyst is CO. The product is [CH3:1][O:2][C:3]1[CH:8]=[C:7]([CH2:9][CH2:10][C:11]2[CH:16]=[CH:15][CH:14]=[CH:13][N:12]=2)[CH:6]=[CH:5][N:4]=1. The yield is 0.900.